This data is from Peptide-MHC class I binding affinity with 185,985 pairs from IEDB/IMGT. The task is: Regression. Given a peptide amino acid sequence and an MHC pseudo amino acid sequence, predict their binding affinity value. This is MHC class I binding data. The peptide sequence is MYPFIFFIV. The MHC is HLA-A26:01 with pseudo-sequence HLA-A26:01. The binding affinity (normalized) is 0.0847.